Dataset: Full USPTO retrosynthesis dataset with 1.9M reactions from patents (1976-2016). Task: Predict the reactants needed to synthesize the given product. (1) Given the product [C:14]([C:11]1[CH:10]=[CH:9][C:8]([N:4]2[C:5](=[O:7])[CH2:6][N:2]([N:1]=[CH:32][C:29]3[C:28]([CH3:34])=[N:27][N:26]([C:21]4[CH:22]=[CH:23][C:24]([CH3:25])=[C:19]([CH3:18])[CH:20]=4)[C:30]=3[OH:31])[C:3]2=[S:17])=[CH:13][CH:12]=1)([OH:16])=[O:15], predict the reactants needed to synthesize it. The reactants are: [NH2:1][N:2]1[CH2:6][C:5](=[O:7])[N:4]([C:8]2[CH:13]=[CH:12][C:11]([C:14]([OH:16])=[O:15])=[CH:10][CH:9]=2)[C:3]1=[S:17].[CH3:18][C:19]1[CH:20]=[C:21]([N:26]2[C:30]([OH:31])=[C:29]([CH:32]=O)[C:28]([CH3:34])=[N:27]2)[CH:22]=[CH:23][C:24]=1[CH3:25].C(O)C. (2) Given the product [CH2:28]([Sn:19]([CH2:20][CH2:21][CH2:22][CH3:23])([CH2:24][CH2:25][CH2:26][CH3:27])[C:7]1[CH:12]=[CH:11][C:10]([C:13]2[CH:18]=[CH:17][CH:16]=[CH:15][CH:14]=2)=[CH:9][CH:8]=1)[CH2:29][CH2:30][CH3:31], predict the reactants needed to synthesize it. The reactants are: [Li]CCCC.Br[C:7]1[CH:12]=[CH:11][C:10]([C:13]2[CH:18]=[CH:17][CH:16]=[CH:15][CH:14]=2)=[CH:9][CH:8]=1.[Sn:19](Cl)([CH2:28][CH2:29][CH2:30][CH3:31])([CH2:24][CH2:25][CH2:26][CH3:27])[CH2:20][CH2:21][CH2:22][CH3:23]. (3) Given the product [CH3:20][C:3]1[C:2]2[NH:1][C:26](=[O:25])[N:9]([CH3:10])[C:7](=[O:8])[C:6]=2[N:5]([C:11]2[C:16]([Cl:17])=[CH:15][C:14]([Cl:18])=[CH:13][C:21]=2[Cl:24])[N:4]=1, predict the reactants needed to synthesize it. The reactants are: [NH2:1][C:2]1[C:3]([CH3:20])=[N:4][N:5]([C:11]2[C:16]([Cl:17])=[CH:15][C:14]([Cl:18])=[CH:13]C=2Cl)[C:6]=1[C:7]([NH:9][CH3:10])=[O:8].[C:21]([Cl:24])(Cl)=O.[O:25]1CCC[CH2:26]1. (4) Given the product [CH2:9]([C:11]1[N:12]=[C:13]2[CH:18]=[CH:17][CH:16]=[CH:15][N:14]2[C:19]=1[I:1])[CH3:10], predict the reactants needed to synthesize it. The reactants are: [I:1]N1C(=O)CCC1=O.[CH2:9]([C:11]1[N:12]=[C:13]2[CH:18]=[CH:17][CH:16]=[CH:15][N:14]2[CH:19]=1)[CH3:10]. (5) Given the product [F:32][C:23]1[CH:22]=[CH:21][C:20]([C:18]2[N:6]3[N:5]=[CH:4][C:3]([C:7]([C:9]4[S:10][CH:11]=[CH:12][CH:13]=4)=[O:8])=[C:2]3[N:1]=[CH:16][CH:17]=2)=[CH:25][C:24]=1[N:26]([CH3:31])[S:27]([CH3:30])(=[O:29])=[O:28], predict the reactants needed to synthesize it. The reactants are: [NH2:1][C:2]1[NH:6][N:5]=[CH:4][C:3]=1[C:7]([C:9]1[S:10][CH:11]=[CH:12][CH:13]=1)=[O:8].CN(C)[CH:16]=[CH:17][C:18]([C:20]1[CH:21]=[CH:22][C:23]([F:32])=[C:24]([N:26]([CH3:31])[S:27]([CH3:30])(=[O:29])=[O:28])[CH:25]=1)=O.C(OCC)(=O)C. (6) Given the product [NH2:8][C:5]1[C:4]([N+:9]([O-:11])=[O:10])=[C:3]([N:25]2[CH2:26][CH2:27][N:22]([CH2:21][C:20]([NH:19][C:13]3[CH:18]=[CH:17][CH:16]=[CH:15][CH:14]=3)=[O:28])[CH2:23][CH2:24]2)[C:2]([Br:1])=[CH:7][N:6]=1, predict the reactants needed to synthesize it. The reactants are: [Br:1][C:2]1[C:3](Cl)=[C:4]([N+:9]([O-:11])=[O:10])[C:5]([NH2:8])=[N:6][CH:7]=1.[C:13]1([NH:19][C:20](=[O:28])[CH2:21][N:22]2[CH2:27][CH2:26][NH:25][CH2:24][CH2:23]2)[CH:18]=[CH:17][CH:16]=[CH:15][CH:14]=1.C(N(C(C)C)CC)(C)C. (7) Given the product [C:19]([O:18][C:16](=[O:17])[NH:15][C@H:11]([C:12](=[O:13])[NH2:24])[CH2:10][CH2:9][O:8][CH2:1][C:2]1[CH:7]=[CH:6][CH:5]=[CH:4][CH:3]=1)([CH3:22])([CH3:21])[CH3:20], predict the reactants needed to synthesize it. The reactants are: [CH2:1]([O:8][CH2:9][CH2:10][C@H:11]([NH:15][C:16]([O:18][C:19]([CH3:22])([CH3:21])[CH3:20])=[O:17])[C:12](O)=[O:13])[C:2]1[CH:7]=[CH:6][CH:5]=[CH:4][CH:3]=1.C[N:24]1CCOCC1.C(OC(Cl)=O)C(C)C.N.